This data is from Catalyst prediction with 721,799 reactions and 888 catalyst types from USPTO. The task is: Predict which catalyst facilitates the given reaction. (1) Reactant: [C:1]([C:5]1[CH:10]=[CH:9][C:8]([CH3:11])=[CH:7][C:6]=1[OH:12])([CH3:4])([CH3:3])[CH3:2].S(=O)(=O)(O)O.[CH3:18][C:19](=[CH:21][CH3:22])[CH3:20]. Product: [C:1]([C:5]1[CH:10]=[C:9]([C:19]([CH2:21][CH3:22])([CH3:20])[CH3:18])[C:8]([CH3:11])=[CH:7][C:6]=1[OH:12])([CH3:4])([CH3:3])[CH3:2]. The catalyst class is: 13. (2) Reactant: [CH3:1][O:2][C:3]1[CH:4]=[C:5]2[C:10](=[CH:11][C:12]=1[O:13][CH3:14])[N:9]=[CH:8][N:7]=[C:6]2[O:15][C:16]1[CH:21]=[CH:20][C:19]([OH:22])=[CH:18][CH:17]=1.[H-].[Na+].Br.[CH2:26]([N:28]([CH2:32][CH3:33])[CH2:29][CH2:30]Br)[CH3:27].C(=O)([O-])O.[Na+]. Product: [CH3:1][O:2][C:3]1[CH:4]=[C:5]2[C:10](=[CH:11][C:12]=1[O:13][CH3:14])[N:9]=[CH:8][N:7]=[C:6]2[O:15][C:16]1[CH:21]=[CH:20][C:19]([O:22][CH2:27][CH2:26][N:28]([CH2:32][CH3:33])[CH2:29][CH3:30])=[CH:18][CH:17]=1. The catalyst class is: 9. (3) Reactant: [CH:1]1([N:5]2[CH2:10][CH2:9][N:8]([C:11]([C:13]3[CH:14]=[C:15]4[C:19](=[CH:20][CH:21]=3)[NH:18][C:17]([C:22]([N:24]3[CH2:29][CH2:28][C:27]([F:31])([F:30])[CH2:26][CH2:25]3)=[O:23])=[CH:16]4)=[O:12])[CH2:7][CH2:6]2)[CH2:4][CH2:3][CH2:2]1.[F:32][C:33]([F:44])([F:43])[C:34]1[CH:35]=[C:36](B(O)O)[CH:37]=[CH:38][CH:39]=1.N1C=CC=CC=1. Product: [CH:1]1([N:5]2[CH2:6][CH2:7][N:8]([C:11]([C:13]3[CH:14]=[C:15]4[C:19](=[CH:20][CH:21]=3)[N:18]([C:37]3[CH:36]=[CH:35][C:34]([C:33]([F:44])([F:43])[F:32])=[CH:39][CH:38]=3)[C:17]([C:22]([N:24]3[CH2:25][CH2:26][C:27]([F:30])([F:31])[CH2:28][CH2:29]3)=[O:23])=[CH:16]4)=[O:12])[CH2:9][CH2:10]2)[CH2:2][CH2:3][CH2:4]1. The catalyst class is: 221. (4) Reactant: C(OC([N:8]1[CH2:13][CH2:12][CH:11]([O:14][C:15]2[CH:16]=[C:17]3[C:21](=[CH:22][CH:23]=2)[N:20]([CH:24]([CH3:26])[CH3:25])[C:19]([C:27]([N:29]2[CH2:34][CH2:33][S:32](=[O:36])(=[O:35])[CH2:31][CH2:30]2)=[O:28])=[CH:18]3)[CH2:10][CH2:9]1)=O)(C)(C)C.FC(F)(F)C(O)=O. Product: [O:36]=[S:32]1(=[O:35])[CH2:33][CH2:34][N:29]([C:27]([C:19]2[N:20]([CH:24]([CH3:25])[CH3:26])[C:21]3[C:17]([CH:18]=2)=[CH:16][C:15]([O:14][CH:11]2[CH2:12][CH2:13][NH:8][CH2:9][CH2:10]2)=[CH:23][CH:22]=3)=[O:28])[CH2:30][CH2:31]1. The catalyst class is: 4. (5) The catalyst class is: 12. Product: [CH3:79][N:76]1[CH2:75][CH2:74][N:73]([C:72]2[C:67]3[C:66]([C:81]4[CH:86]=[CH:85][CH:84]=[CH:83][CH:82]=4)=[C:65]([C:62]4[CH:63]=[CH:64][C:59]([NH:51][C:43](=[O:50])[C:44]5[CH:49]=[CH:48][CH:47]=[N:46][CH:45]=5)=[CH:60][CH:61]=4)[O:80][C:68]=3[N:69]=[CH:70][N:71]=2)[CH2:78][CH2:77]1. Reactant: CC1(C)C2C=CC=C(P(C3C=CC=CC=3)C3C=CC=CC=3)C=2OC2C1=CC=CC=2P(C1C=CC=CC=1)C1C=CC=CC=1.[C:43]([NH2:51])(=[O:50])[C:44]1[CH:49]=[CH:48][CH:47]=[N:46][CH:45]=1.C(=O)([O-])[O-].[Cs+].[Cs+].Br[C:59]1[CH:64]=[CH:63][C:62]([C:65]2[O:80][C:68]3[N:69]=[CH:70][N:71]=[C:72]([N:73]4[CH2:78][CH2:77][N:76]([CH3:79])[CH2:75][CH2:74]4)[C:67]=3[C:66]=2[C:81]2[CH:86]=[CH:85][CH:84]=[CH:83][CH:82]=2)=[CH:61][CH:60]=1. (6) Reactant: [Br:1][C:2]1[S:10][C:9]2[C:8]([Cl:11])=[N:7][CH:6]=[N:5][C:4]=2[CH:3]=1.[Cl:12][C:13]1[CH:14]=[C:15]([CH:17]=[CH:18][C:19]=1[O:20][CH2:21][C:22]1[CH:27]=[CH:26][CH:25]=[C:24]([F:28])[CH:23]=1)[NH2:16]. Product: [ClH:11].[Br:1][C:2]1[S:10][C:9]2[C:8]([NH:16][C:15]3[CH:17]=[CH:18][C:19]([O:20][CH2:21][C:22]4[CH:27]=[CH:26][CH:25]=[C:24]([F:28])[CH:23]=4)=[C:13]([Cl:12])[CH:14]=3)=[N:7][CH:6]=[N:5][C:4]=2[CH:3]=1. The catalyst class is: 32. (7) The catalyst class is: 2. Reactant: ClC1C=CC=CC=1.[F:8][C:9]1[CH:14]=[C:13]([N+:15]([O-:17])=[O:16])[CH:12]=[CH:11][C:10]=1[OH:18].Cl[C:20]1[C:29]2[C:24](=[CH:25][C:26]([O:32][CH2:33][CH2:34][CH2:35][N:36]3[CH2:40][CH2:39][CH2:38][CH2:37]3)=[C:27]([O:30][CH3:31])[CH:28]=2)[NH:23][C:22](=[O:41])[CH:21]=1. Product: [F:8][C:9]1[CH:14]=[C:13]([N+:15]([O-:17])=[O:16])[CH:12]=[CH:11][C:10]=1[O:18][C:20]1[C:29]2[C:24](=[CH:25][C:26]([O:32][CH2:33][CH2:34][CH2:35][N:36]3[CH2:37][CH2:38][CH2:39][CH2:40]3)=[C:27]([O:30][CH3:31])[CH:28]=2)[NH:23][C:22](=[O:41])[CH:21]=1. (8) Reactant: [Cl:1][C:2]1[CH:17]=[CH:16][C:15]([Cl:18])=[CH:14][C:3]=1[O:4][C:5]1[C:10]([C:11]([OH:13])=O)=[CH:9][N:8]=[CH:7][N:6]=1.CN(C(ON1N=NC2C=CC=NC1=2)=[N+](C)C)C.F[P-](F)(F)(F)(F)F.C(N(CC)C(C)C)(C)C.[F:52][C:53]1[CH:54]=[C:55]2[C:60](=[CH:61][CH:62]=1)[NH:59][CH2:58][CH2:57][CH2:56]2. Product: [Cl:1][C:2]1[CH:17]=[CH:16][C:15]([Cl:18])=[CH:14][C:3]=1[O:4][C:5]1[C:10]([C:11]([N:59]2[C:60]3[C:55](=[CH:54][C:53]([F:52])=[CH:62][CH:61]=3)[CH2:56][CH2:57][CH2:58]2)=[O:13])=[CH:9][N:8]=[CH:7][N:6]=1. The catalyst class is: 9. (9) Reactant: [Cl:1][C:2]1[C:7]([N+:8]([O-:10])=[O:9])=[C:6](Cl)[C:5]([CH3:12])=[C:4]([CH3:13])[N:3]=1.C(N(CC)CC)C.[NH2:21][CH2:22][CH2:23][NH:24][C:25](=[O:31])[O:26][C:27]([CH3:30])([CH3:29])[CH3:28]. Product: [Cl:1][C:2]1[C:7]([N+:8]([O-:10])=[O:9])=[C:6]([NH:21][CH2:22][CH2:23][NH:24][C:25](=[O:31])[O:26][C:27]([CH3:29])([CH3:28])[CH3:30])[C:5]([CH3:12])=[C:4]([CH3:13])[N:3]=1. The catalyst class is: 13.